This data is from Catalyst prediction with 721,799 reactions and 888 catalyst types from USPTO. The task is: Predict which catalyst facilitates the given reaction. (1) Reactant: [CH2:1]([N:8]1[C:20]2[CH:19]=[C:18]([C:21]3[C:22]([CH3:27])=[N:23][O:24][C:25]=3[CH3:26])[CH:17]=[C:16]([C:28]([NH2:30])=[O:29])[C:15]=2[C:14]2[C:9]1=[CH:10][CH:11]=[C:12]([O:31]C)[CH:13]=2)[C:2]1[CH:7]=[CH:6][CH:5]=[CH:4][CH:3]=1.B(Br)(Br)Br. Product: [CH2:1]([N:8]1[C:20]2[CH:19]=[C:18]([C:21]3[C:22]([CH3:27])=[N:23][O:24][C:25]=3[CH3:26])[CH:17]=[C:16]([C:28]([NH2:30])=[O:29])[C:15]=2[C:14]2[C:9]1=[CH:10][CH:11]=[C:12]([OH:31])[CH:13]=2)[C:2]1[CH:3]=[CH:4][CH:5]=[CH:6][CH:7]=1. The catalyst class is: 2. (2) Reactant: [CH3:1][N:2]([CH2:4][C:5](Cl)=[O:6])[CH3:3].[F:8][C:9]([F:18])([F:17])[C:10]1[CH:11]=[C:12]([CH:14]=[CH:15][CH:16]=1)[NH2:13]. Product: [CH3:1][N:2]([CH3:3])[CH2:4][C:5]([NH:13][C:12]1[CH:14]=[CH:15][CH:16]=[C:10]([C:9]([F:8])([F:17])[F:18])[CH:11]=1)=[O:6]. The catalyst class is: 2. (3) Reactant: C([N:8]1[CH2:13][CH2:12][O:11][CH:10]([C:14]2[CH:19]=[CH:18][C:17]([O:20][CH2:21][CH2:22][CH2:23][CH2:24][CH2:25][CH2:26][CH2:27][CH3:28])=[CH:16][CH:15]=2)[CH2:9]1)C1C=CC=CC=1. Product: [CH2:21]([O:20][C:17]1[CH:16]=[CH:15][C:14]([CH:10]2[O:11][CH2:12][CH2:13][NH:8][CH2:9]2)=[CH:19][CH:18]=1)[CH2:22][CH2:23][CH2:24][CH2:25][CH2:26][CH2:27][CH3:28]. The catalyst class is: 293. (4) Reactant: N(C1N(CC(C)C)C(=O)N(C)C(=O)C=1)N.ClC1C=C2C(=CC=1)NC=C2C=O.C(C1C=C(C=O)N(C)C=1)(=O)C.[C:39]([C:42]1[CH:43]=[C:44]([C:48]2[N:49]([CH2:64][C:65]3[C:73]4[C:68](=[CH:69][CH:70]=[C:71]([Cl:74])[CH:72]=4)[NH:67][CH:66]=3)[N:50]=[C:51]3[C:56]=2[C:55](=[O:57])[N:54]([CH3:58])[C:53](=[O:59])[N:52]3[CH2:60][CH:61]([CH3:63])[CH3:62])[N:45]([CH3:47])[CH:46]=1)(=O)[CH3:40].Cl.[CH3:76][O:77][NH2:78]. Product: [Cl:74][C:71]1[CH:72]=[C:73]2[C:68](=[CH:69][CH:70]=1)[NH:67][CH:66]=[C:65]2[CH2:64][N:49]1[C:48]([C:44]2[N:45]([CH3:47])[CH:46]=[C:42](/[C:39](=[N:78]/[O:77][CH3:76])/[CH3:40])[CH:43]=2)=[C:56]2[C:51]([N:52]([CH2:60][CH:61]([CH3:62])[CH3:63])[C:53](=[O:59])[N:54]([CH3:58])[C:55]2=[O:57])=[N:50]1. The catalyst class is: 66. (5) Reactant: [F:1][C:2]1[CH:7]=[CH:6][C:5]([CH:8]2[CH2:12][S:11](=[O:14])(=[O:13])[N:10]([C:15]3[C:26]([S:27]([CH3:30])(=[O:29])=[O:28])=[CH:25][C:18]([C:19]([NH:21][C:22]([NH2:24])=[NH:23])=[O:20])=[C:17]([CH3:31])[CH:16]=3)[CH2:9]2)=[CH:4][CH:3]=1.[ClH:32]. Product: [ClH:32].[F:1][C:2]1[CH:7]=[CH:6][C:5]([CH:8]2[CH2:12][S:11](=[O:13])(=[O:14])[N:10]([C:15]3[C:26]([S:27]([CH3:30])(=[O:29])=[O:28])=[CH:25][C:18]([C:19]([NH:21][C:22]([NH2:24])=[NH:23])=[O:20])=[C:17]([CH3:31])[CH:16]=3)[CH2:9]2)=[CH:4][CH:3]=1. The catalyst class is: 21.